This data is from Full USPTO retrosynthesis dataset with 1.9M reactions from patents (1976-2016). The task is: Predict the reactants needed to synthesize the given product. (1) Given the product [N:24]1[C:41]2[C:40](=[CH:45][CH:44]=[CH:43][CH:42]=2)[CH:39]=[CH:30][C:25]=1[NH2:26].[CH3:47][O:46][C:41]1[CH:42]=[CH:43][CH:44]=[CH:45][C:40]=1[CH2:9][N:11]([CH2:22][C:23]1[N:24]=[C:25]2[CH:30]=[CH:29][CH:28]=[C:27]([N:31]3[CH2:36][CH2:35][N:34]([CH3:37])[CH2:33][CH2:32]3)[N:26]2[CH:38]=1)[C@@H:12]1[C:21]2[N:20]=[CH:19][CH:18]=[CH:17][C:16]=2[CH2:15][CH2:14][CH2:13]1, predict the reactants needed to synthesize it. The reactants are: COC1C=CC([C@@H:9]([N:11]([CH2:22][C:23]2[N:24]=[C:25]3[CH:30]=[CH:29][CH:28]=[C:27]([N:31]4[CH2:36][CH2:35][N:34]([CH3:37])[CH2:33][CH2:32]4)[N:26]3[CH:38]=2)[C@@H:12]2[C:21]3[N:20]=[CH:19][CH:18]=[CH:17][C:16]=3[CH2:15][CH2:14][CH2:13]2)C)=CC=1.[CH:39](=O)[C:40]1[C:41]([O:46][CH3:47])=[CH:42][CH:43]=[CH:44][CH:45]=1. (2) Given the product [CH3:6][C:5]([O:7][C:8]1[CH:13]=[CH:12][C:11]([O:14][CH:15]([C:19]2[C:20]([CH3:35])=[N:21][C:22]([C:25]3[CH:30]=[CH:29][CH:28]=[C:27]([C:31]([F:33])([F:32])[F:34])[CH:26]=3)=[CH:23][CH:24]=2)[CH2:16][CH2:17][CH3:18])=[CH:10][C:9]=1[CH3:36])([CH3:37])[C:4]([OH:38])=[O:3], predict the reactants needed to synthesize it. The reactants are: C([O:3][C:4](=[O:38])[C:5]([CH3:37])([O:7][C:8]1[CH:13]=[CH:12][C:11]([O:14][CH:15]([C:19]2[C:20]([CH3:35])=[N:21][C:22]([C:25]3[CH:30]=[CH:29][CH:28]=[C:27]([C:31]([F:34])([F:33])[F:32])[CH:26]=3)=[CH:23][CH:24]=2)[CH2:16][CH2:17][CH3:18])=[CH:10][C:9]=1[CH3:36])[CH3:6])C.ClC(C1C(C)=NC(C2C=CC=C(C(F)(F)F)C=2)=CC=1)CCC.ClCC1C(C)=NC(C2C=CC=C(C(F)(F)F)C=2)=CC=1. (3) Given the product [Br:1][CH2:35][C:31]1[CH:32]=[CH:33][CH:34]=[C:29]([CH2:27][CH3:28])[CH:30]=1, predict the reactants needed to synthesize it. The reactants are: [Br:1]Br.C1(P(C2C=CC=CC=2)C2C=CC=CC=2)C=CC=CC=1.N1C=CN=C1.[CH2:27]([C:29]1[CH:30]=[C:31]([CH2:35]O)[CH:32]=[CH:33][CH:34]=1)[CH3:28]. (4) Given the product [C:15]([O:14][C:12]([NH:1][C:2]1[CH:3]=[C:4]2[C:9](=[CH:10][CH:11]=1)[N:8]=[CH:7][CH:6]=[CH:5]2)=[O:13])([CH3:18])([CH3:17])[CH3:16], predict the reactants needed to synthesize it. The reactants are: [NH2:1][C:2]1[CH:3]=[C:4]2[C:9](=[CH:10][CH:11]=1)[N:8]=[CH:7][CH:6]=[CH:5]2.[C:12](O[C:12]([O:14][C:15]([CH3:18])([CH3:17])[CH3:16])=[O:13])([O:14][C:15]([CH3:18])([CH3:17])[CH3:16])=[O:13].O1CCOCC1.[OH-].[Na+]. (5) Given the product [F:18][CH:14]([F:19])[O:12][C:3]1[C:2]([F:1])=[CH:11][CH:10]=[CH:9][C:4]=1[C:5]([O:7][CH3:8])=[O:6], predict the reactants needed to synthesize it. The reactants are: [F:1][C:2]1[C:3]([OH:12])=[C:4]([CH:9]=[CH:10][CH:11]=1)[C:5]([O:7][CH3:8])=[O:6].Cl[C:14]([F:19])([F:18])C(O)=O.C(=O)([O-])[O-].[K+].[K+]. (6) Given the product [CH:9]([C:6]1([C:4]([O:3][CH2:1][CH3:2])=[O:5])[CH2:8][CH2:7]1)=[O:10], predict the reactants needed to synthesize it. The reactants are: [CH2:1]([O:3][C:4]([C:6]1([CH2:9][OH:10])[CH2:8][CH2:7]1)=[O:5])[CH3:2].C(=O)([O-])O.[Na+].CC1(C)N([O])C(C)(C)CCC1.[Br-].[Na+].Cl[O-].[Na+].S([O-])([O-])(=O)=S.[Na+].[Na+].